This data is from Forward reaction prediction with 1.9M reactions from USPTO patents (1976-2016). The task is: Predict the product of the given reaction. (1) Given the reactants [N:1]1([S:7]([CH2:10][C:11]2[CH:16]=[CH:15][C:14]([NH2:17])=[CH:13][CH:12]=2)(=[O:9])=[O:8])[CH2:6][CH2:5][O:4][CH2:3][CH2:2]1.C1C(=O)N([Br:25])C(=O)C1.C([O-])(O)=O.[Na+], predict the reaction product. The product is: [Br:25][C:15]1[CH:16]=[C:11]([CH2:10][S:7]([N:1]2[CH2:2][CH2:3][O:4][CH2:5][CH2:6]2)(=[O:9])=[O:8])[CH:12]=[CH:13][C:14]=1[NH2:17]. (2) Given the reactants [CH:1]([C:4]1[CH:9]=[CH:8][C:7]([CH:10]2[C:14]3[C:15]([CH3:22])=[C:16]([NH2:21])[C:17]([CH3:20])=[C:18]([CH3:19])[C:13]=3[O:12][C:11]2([CH3:24])[CH3:23])=[CH:6][CH:5]=1)([CH3:3])[CH3:2].[CH3:25][O:26][C:27]1[CH:32]=[CH:31][C:30]([S:33](Cl)(=[O:35])=[O:34])=[CH:29][CH:28]=1.C(N(CC)CC)C, predict the reaction product. The product is: [CH:1]([C:4]1[CH:9]=[CH:8][C:7]([CH:10]2[C:14]3[C:15]([CH3:22])=[C:16]([NH:21][S:33]([C:30]4[CH:29]=[CH:28][C:27]([O:26][CH3:25])=[CH:32][CH:31]=4)(=[O:35])=[O:34])[C:17]([CH3:20])=[C:18]([CH3:19])[C:13]=3[O:12][C:11]2([CH3:24])[CH3:23])=[CH:6][CH:5]=1)([CH3:3])[CH3:2].